Dataset: Reaction yield outcomes from USPTO patents with 853,638 reactions. Task: Predict the reaction yield, written as a fraction of the theoretical maximum amount of product (1.0 means a 100% yield; for example, 0.34 means a 34% yield). (1) The reactants are Cl.Cl.[NH2:3][CH:4]([C:16]1[CH:21]=[CH:20][CH:19]=[CH:18][CH:17]=1)[C:5]([O:7][C@@H:8]1[CH:13]2[CH2:14][CH2:15][N:10]([CH2:11][CH2:12]2)[CH2:9]1)=[O:6].C(N(CC)CC)C.[Cl:29][C:30]1[CH:35]=[CH:34][C:33]([S:36](Cl)(=[O:38])=[O:37])=[CH:32][CH:31]=1. The catalyst is C(Cl)Cl. The product is [Cl:29][C:30]1[CH:35]=[CH:34][C:33]([S:36]([NH:3][CH:4]([C:16]2[CH:21]=[CH:20][CH:19]=[CH:18][CH:17]=2)[C:5]([O:7][C@@H:8]2[CH:13]3[CH2:12][CH2:11][N:10]([CH2:15][CH2:14]3)[CH2:9]2)=[O:6])(=[O:38])=[O:37])=[CH:32][CH:31]=1. The yield is 0.320. (2) The reactants are Br[C:2]1[CH:11]=[C:10]([C:12]([N:14]2[CH2:19][CH2:18][CH:17]([N:20]3[CH2:32][CH2:31][CH2:30][C:22]4([C:26](=[O:27])[O:25][C:24]([CH3:29])([CH3:28])[CH2:23]4)[CH2:21]3)[CH2:16][CH2:15]2)=[O:13])[C:9]2[C:4](=[CH:5][CH:6]=[CH:7][CH:8]=2)[N:3]=1.Cl.[CH3:34][O:35][CH:36]1[CH2:41][CH2:40][NH:39][CH2:38][CH2:37]1.C(OC(C)C)(C)C. The catalyst is CCCCCC. The product is [CH3:34][O:35][CH:36]1[CH2:41][CH2:40][N:39]([C:2]2[CH:11]=[C:10]([C:12]([N:14]3[CH2:15][CH2:16][CH:17]([N:20]4[CH2:32][CH2:31][CH2:30][C:22]5([C:26](=[O:27])[O:25][C:24]([CH3:28])([CH3:29])[CH2:23]5)[CH2:21]4)[CH2:18][CH2:19]3)=[O:13])[C:9]3[C:4](=[CH:5][CH:6]=[CH:7][CH:8]=3)[N:3]=2)[CH2:38][CH2:37]1. The yield is 0.770. (3) The reactants are [C:1]([O:5][C:6]([NH:8][C@@H:9]1[C:27](=[O:28])[N:26]2[C@@H:22]([CH2:23][C@@H:24]([O:29][C:30]3[C:39]4[C:34](=[CH:35][C:36]([O:40][CH3:41])=[CH:37][CH:38]=4)[N:33]=[C:32]([C:42]4[CH:47]=[CH:46][CH:45]=[CH:44][CH:43]=4)[CH:31]=3)[CH2:25]2)[C:21](=[O:48])[NH:20][C@@:19]2([C:49]([OH:51])=[O:50])[C@@H:17]([CH2:18]2)[CH:16]=[CH:15][CH2:14][CH2:13][CH2:12][CH2:11][CH2:10]1)=[O:7])([CH3:4])([CH3:3])[CH3:2].[N+](C([O-])=O)(C([O-])=O)=[N-].[K+].[K+].CC(O)=O. The catalyst is CO. The product is [C:1]([O:5][C:6]([NH:8][C@@H:9]1[C:27](=[O:28])[N:26]2[C@@H:22]([CH2:23][C@@H:24]([O:29][C:30]3[C:39]4[C:34](=[CH:35][C:36]([O:40][CH3:41])=[CH:37][CH:38]=4)[N:33]=[C:32]([C:42]4[CH:43]=[CH:44][CH:45]=[CH:46][CH:47]=4)[CH:31]=3)[CH2:25]2)[C:21](=[O:48])[NH:20][C@@:19]2([C:49]([OH:51])=[O:50])[C@@H:17]([CH2:18]2)[CH2:16][CH2:15][CH2:14][CH2:13][CH2:12][CH2:11][CH2:10]1)=[O:7])([CH3:4])([CH3:2])[CH3:3]. The yield is 0.590. (4) The reactants are CC1C=CC(S(O[CH2:12][CH2:13][NH:14][C:15]2[C:16](=[O:31])[N:17]([CH:28]([CH3:30])[CH3:29])[S:18](=[O:27])(=[O:26])[C:19]=2[C:20]2[CH:25]=[CH:24][CH:23]=[CH:22][CH:21]=2)(=O)=O)=CC=1.[CH3:32][S:33]([O:36][C:37]1[CH:42]=[CH:41][CH:40]=[CH:39][C:38]=1[OH:43])(=[O:35])=[O:34].C(=O)([O-])[O-].[K+].[K+]. The catalyst is CC#N. The product is [CH3:32][S:33]([O:36][C:37]1[CH:42]=[CH:41][CH:40]=[CH:39][C:38]=1[O:43][CH2:12][CH2:13][NH:14][C:15]1[C:16](=[O:31])[N:17]([CH:28]([CH3:29])[CH3:30])[S:18](=[O:26])(=[O:27])[C:19]=1[C:20]1[CH:21]=[CH:22][CH:23]=[CH:24][CH:25]=1)(=[O:35])=[O:34]. The yield is 0.150. (5) The reactants are [CH2:1]([N:4]([CH:12]([C:33]1[CH:38]=[CH:37][C:36]([O:39][C:40](=[O:44])[N:41]([CH3:43])[CH3:42])=[CH:35][C:34]=1C=C)[CH2:13][CH2:14][O:15][Si:16]([C:29]([CH3:32])([CH3:31])[CH3:30])([C:23]1[CH:28]=[CH:27][CH:26]=[CH:25][CH:24]=1)[C:17]1[CH:22]=[CH:21][CH:20]=[CH:19][CH:18]=1)[C:5](=[O:11])[O:6][C:7]([CH3:10])([CH3:9])[CH3:8])[CH:2]=[CH2:3]. The catalyst is ClCCl.CC1C=C(C)C(N2[CH-]N(C3C(C)=CC(C)=CC=3C)CC2)=C(C)C=1.C1CCC([PH+](C2CCCCC2)C2CCCCC2)CC1.C1C=CC(C=[Ru](Cl)Cl)=CC=1. The product is [C:29]([Si:16]([C:23]1[CH:24]=[CH:25][CH:26]=[CH:27][CH:28]=1)([C:17]1[CH:22]=[CH:21][CH:20]=[CH:19][CH:18]=1)[O:15][CH2:14][CH2:13][CH:12]1[C:33]2[CH:34]=[CH:35][C:36]([O:39][C:40](=[O:44])[N:41]([CH3:42])[CH3:43])=[CH:37][C:38]=2[CH:3]=[CH:2][CH2:1][N:4]1[C:5]([O:6][C:7]([CH3:8])([CH3:10])[CH3:9])=[O:11])([CH3:31])([CH3:30])[CH3:32]. The yield is 0.960.